This data is from Peptide-MHC class I binding affinity with 185,985 pairs from IEDB/IMGT. The task is: Regression. Given a peptide amino acid sequence and an MHC pseudo amino acid sequence, predict their binding affinity value. This is MHC class I binding data. (1) The peptide sequence is RTRFFCIPK. The MHC is HLA-B40:01 with pseudo-sequence HLA-B40:01. The binding affinity (normalized) is 0.0847. (2) The peptide sequence is VLLDYQGML. The MHC is HLA-A02:01 with pseudo-sequence HLA-A02:01. The binding affinity (normalized) is 0.593. (3) The peptide sequence is AAYHPQQFIYA. The MHC is HLA-B44:03 with pseudo-sequence HLA-B44:03. The binding affinity (normalized) is 0. (4) The MHC is HLA-A24:02 with pseudo-sequence HLA-A24:02. The binding affinity (normalized) is 0.0237. The peptide sequence is SLRAEDTAVYY. (5) The peptide sequence is EAYCALLCK. The MHC is HLA-A24:03 with pseudo-sequence HLA-A24:03. The binding affinity (normalized) is 0.0847. (6) The peptide sequence is YTGAMTSKF. The MHC is HLA-B39:01 with pseudo-sequence HLA-B39:01. The binding affinity (normalized) is 0.213. (7) The peptide sequence is HRDGKPRYL. The binding affinity (normalized) is 0.0847. The MHC is HLA-B35:01 with pseudo-sequence HLA-B35:01.